Dataset: Full USPTO retrosynthesis dataset with 1.9M reactions from patents (1976-2016). Task: Predict the reactants needed to synthesize the given product. (1) The reactants are: Br[C:2]1[N:31]=[CH:30][C:5]2=[N:6][C:7]([N:14]3[CH2:19][CH2:18][CH:17]([C@@H:20]([C:22]4[CH:27]=[CH:26][C:25]([F:28])=[CH:24][C:23]=4[F:29])[F:21])[CH2:16][CH2:15]3)=[C:8]([NH:10][CH:11]3[CH2:13][CH2:12]3)[N:9]=[C:4]2[CH:3]=1.[C:32]([Zn]C#N)#[N:33]. Given the product [CH:11]1([NH:10][C:8]2[N:9]=[C:4]3[CH:3]=[C:2]([C:32]#[N:33])[N:31]=[CH:30][C:5]3=[N:6][C:7]=2[N:14]2[CH2:19][CH2:18][CH:17]([C@@H:20]([C:22]3[CH:27]=[CH:26][C:25]([F:28])=[CH:24][C:23]=3[F:29])[F:21])[CH2:16][CH2:15]2)[CH2:13][CH2:12]1, predict the reactants needed to synthesize it. (2) Given the product [NH2:33][C:19]1[N:20]=[C:21]([C:23]2[CH:32]=[C:31]3[C:26]([CH2:27][CH2:28][N:29]([C:2]([O:4][CH2:5][CH:6]([CH3:8])[CH3:7])=[O:3])[CH2:30]3)=[CH:25][CH:24]=2)[CH:22]=[C:17]([N:14]2[CH2:13][CH2:12][N:11]([CH3:10])[CH2:16][CH2:15]2)[N:18]=1, predict the reactants needed to synthesize it. The reactants are: Cl[C:2]([O:4][CH2:5][CH:6]([CH3:8])[CH3:7])=[O:3].Cl.[CH3:10][N:11]1[CH2:16][CH2:15][N:14]([C:17]2[CH:22]=[C:21]([C:23]3[CH:32]=[C:31]4[C:26]([CH2:27][CH2:28][NH:29][CH2:30]4)=[CH:25][CH:24]=3)[N:20]=[C:19]([NH2:33])[N:18]=2)[CH2:13][CH2:12]1. (3) Given the product [O:1]1[C:6]2[CH:7]=[CH:8][C:9]([NH:11][C:12]3[CH:22]=[CH:21][CH:20]=[C:19]([N:23]4[CH:27]=[CH:26][CH:25]=[N:24]4)[N:18]=3)=[CH:10][C:5]=2[O:4][CH2:3][CH2:2]1, predict the reactants needed to synthesize it. The reactants are: [O:1]1[C:6]2[CH:7]=[CH:8][C:9]([NH:11][CH:12]=O)=[CH:10][C:5]=2[O:4][CH2:3][CH2:2]1.[H-].[Na+].FC1[CH:22]=[CH:21][CH:20]=[C:19]([N:23]2[CH:27]=[CH:26][CH:25]=[N:24]2)[N:18]=1.O.